From a dataset of Peptide-MHC class II binding affinity with 134,281 pairs from IEDB. Regression. Given a peptide amino acid sequence and an MHC pseudo amino acid sequence, predict their binding affinity value. This is MHC class II binding data. (1) The MHC is DRB1_1302 with pseudo-sequence DRB1_1302. The peptide sequence is SQDLEHSWNLNGLQAY. The binding affinity (normalized) is 0.536. (2) The peptide sequence is PNTDGIHIGDSSKVT. The MHC is HLA-DPA10301-DPB10402 with pseudo-sequence HLA-DPA10301-DPB10402. The binding affinity (normalized) is 0. (3) The peptide sequence is AVTYYKEADYSQIPI. The MHC is HLA-DPA10201-DPB11401 with pseudo-sequence HLA-DPA10201-DPB11401. The binding affinity (normalized) is 0.0805. (4) The peptide sequence is SICLGSLICVTAAFG. The MHC is DRB1_0101 with pseudo-sequence DRB1_0101. The binding affinity (normalized) is 0.582. (5) The MHC is HLA-DQA10501-DQB10201 with pseudo-sequence HLA-DQA10501-DQB10201. The binding affinity (normalized) is 0.578. The peptide sequence is EKKYFAATQNEPLAA.